This data is from Reaction yield outcomes from USPTO patents with 853,638 reactions. The task is: Predict the reaction yield, written as a fraction of the theoretical maximum amount of product (1.0 means a 100% yield; for example, 0.34 means a 34% yield). (1) The reactants are [Cl:1][C:2]1[C:11]2[C:10](=[O:12])OC(=O)[N:7]([CH3:14])[C:6]=2[CH:5]=[CH:4][C:3]=1[F:15].[C:16]([C:20]1[CH:37]=[CH:36][C:23]([CH2:24][NH:25][CH2:26][CH2:27][C:28]2[CH:33]=[CH:32][C:31]([Cl:34])=[C:30]([Cl:35])[CH:29]=2)=[CH:22][CH:21]=1)([CH3:19])([CH3:18])[CH3:17]. The catalyst is CN(C=O)C.C(OCC)(=O)C. The product is [C:16]([C:20]1[CH:37]=[CH:36][C:23]([CH2:24][N:25]([CH2:26][CH2:27][C:28]2[CH:33]=[CH:32][C:31]([Cl:34])=[C:30]([Cl:35])[CH:29]=2)[C:10](=[O:12])[C:11]2[C:6]([NH:7][CH3:14])=[CH:5][CH:4]=[C:3]([F:15])[C:2]=2[Cl:1])=[CH:22][CH:21]=1)([CH3:19])([CH3:17])[CH3:18]. The yield is 0.270. (2) The reactants are [Cl:1][C:2]1[C:3](F)=[CH:4][C:5]([F:10])=[C:6]([CH:9]=1)[C:7]#[N:8].[Cl:12][C:13]1[CH:14]=[C:15]([OH:23])[CH:16]=[N:17][C:18]=1[O:19][CH:20]([CH3:22])[CH3:21].C(=O)([O-])[O-].[K+].[K+]. The catalyst is CC(C)=O. The product is [Cl:1][C:2]1[C:3]([O:23][C:15]2[CH:16]=[N:17][C:18]([O:19][CH:20]([CH3:22])[CH3:21])=[C:13]([Cl:12])[CH:14]=2)=[CH:4][C:5]([F:10])=[C:6]([CH:9]=1)[C:7]#[N:8]. The yield is 0.750.